From a dataset of Reaction yield outcomes from USPTO patents with 853,638 reactions. Predict the reaction yield, written as a fraction of the theoretical maximum amount of product (1.0 means a 100% yield; for example, 0.34 means a 34% yield). (1) The reactants are [CH3:1][C:2]1[O:6][C:5]([C:7]([C:9]2[CH:14]=[CH:13][CH:12]=[CH:11][CH:10]=2)=[O:8])=[N:4][CH:3]=1.[CH:15]1([Mg]Cl)[CH2:20][CH2:19][CH2:18][CH2:17][CH2:16]1.C(OCC)C.[NH4+].[Cl-]. The catalyst is C1COCC1.O. The product is [CH:9]1([C:7]([C:5]2[O:6][C:2]([CH3:1])=[CH:3][N:4]=2)([C:15]2[CH:20]=[CH:19][CH:18]=[CH:17][CH:16]=2)[OH:8])[CH2:14][CH2:13][CH2:12][CH2:11][CH2:10]1. The yield is 0.840. (2) The reactants are C([O-])([O-])=O.[Cs+].[Cs+].Cl[C:8]1[CH:13]=[CH:12][CH:11]=[CH:10][C:9]=1[C:14]#[C:15][C:16]1[CH:21]=[CH:20][CH:19]=[CH:18][CH:17]=1.[C:22]1([NH:28][NH2:29])[CH:27]=[CH:26][CH:25]=[CH:24][CH:23]=1. The catalyst is Cl[Pd]Cl.CN(C=O)C. The product is [CH2:15]([C:14]1[N:28]([C:22]2[CH:27]=[CH:26][CH:25]=[CH:24][CH:23]=2)[N:29]=[C:8]2[C:9]=1[CH:10]=[CH:11][CH:12]=[CH:13]2)[C:16]1[CH:17]=[CH:18][CH:19]=[CH:20][CH:21]=1. The yield is 0.810. (3) The reactants are ClC(Cl)(Cl)C#N.C1CCN2C(=NCCC2)CC1.OC1C=C(NC(=O)OCC2C=CC=CC=2)C=CC=1CC1C=CC(OC)=CC=1.C([O:53][C@@H:54]1[C@@H:86]([O:87]C(=O)C2C=CC=CC=2)[C@H:85]([O:96]C(=O)C2C=CC=CC=2)[C@@H:84]([C@@H:105]([CH3:115])[O:106]C(=O)C2C=CC=CC=2)[O:83][C@H:55]1[O:56][C:57]1[CH:62]=[C:61]([NH:63]C(OCC2C=CC=CC=2)=O)[CH:60]=[CH:59][C:58]=1[CH2:74][C:75]1[CH:80]=[CH:79][C:78]([O:81][CH3:82])=[CH:77][CH:76]=1)(=O)C1C=CC=CC=1.C(=O)([O-])[O-].[K+].[K+]. The catalyst is [Pd].CO.C(Cl)Cl.O1CCCC1. The product is [O:56]([C:57]1[CH:62]=[C:61]([NH2:63])[CH:60]=[CH:59][C:58]=1[CH2:74][C:75]1[CH:76]=[CH:77][C:78]([O:81][CH3:82])=[CH:79][CH:80]=1)[C@@H:55]1[O:83][C@H:84]([C@@H:105]([CH3:115])[OH:106])[C@@H:85]([OH:96])[C@H:86]([OH:87])[C@H:54]1[OH:53]. The yield is 0.250. (4) The reactants are Br[C:2]1[CH:3]=[N:4][C:5]([OH:11])=[C:6]([CH:10]=1)[C:7]([OH:9])=[O:8].[C:12]1(B(O)O)[CH:17]=[CH:16][CH:15]=[CH:14][CH:13]=1.C([O-])([O-])=O.[Cs+].[Cs+]. The catalyst is CN(C=O)C.O. The product is [O:11]=[C:5]1[C:6]([C:7]([OH:9])=[O:8])=[CH:10][C:2]([C:12]2[CH:17]=[CH:16][CH:15]=[CH:14][CH:13]=2)=[CH:3][NH:4]1. The yield is 0.180.